Dataset: Full USPTO retrosynthesis dataset with 1.9M reactions from patents (1976-2016). Task: Predict the reactants needed to synthesize the given product. (1) Given the product [Cl:1][C:2]1[CH:7]=[C:6]([CH3:8])[CH:5]=[C:4]([Cl:9])[C:3]=1[O:10][CH2:14][CH2:13][OH:12], predict the reactants needed to synthesize it. The reactants are: [Cl:1][C:2]1[CH:7]=[C:6]([CH3:8])[CH:5]=[C:4]([Cl:9])[C:3]=1[OH:10].C1(=O)O[CH2:14][CH2:13][O:12]1.N1CCCCC1. (2) Given the product [OH:24][C:13]12[C:21]3[C:16](=[CH:17][CH:18]=[CH:19][CH:20]=3)[C:15](=[O:22])[C:14]1([OH:23])[C:6]1[C:7](=[O:11])[CH2:8][CH2:9][CH2:10][C:5]=1[N:4]2[CH:1]([CH3:3])[CH3:2], predict the reactants needed to synthesize it. The reactants are: [CH:1]([NH:4][C:5]1[CH2:10][CH2:9][CH2:8][C:7](=[O:11])[CH:6]=1)([CH3:3])[CH3:2].O.[C:13]1(=[O:24])[C:21]2[C:16](=[CH:17][CH:18]=[CH:19][CH:20]=2)[C:15](=[O:22])[C:14]1=[O:23]. (3) Given the product [CH2:1]([NH:8][CH2:16][C:17]1[CH:22]=[N:21][CH:20]=[C:19]([C:23]2[CH:24]=[C:25]3[C:31]([C:32]4[NH:57][C:53]5=[N:54][CH:55]=[CH:56][C:51]([C:48]6[CH:49]=[CH:50][S:46][CH:47]=6)=[C:52]5[N:58]=4)=[N:30][NH:29][C:26]3=[CH:27][N:28]=2)[CH:18]=1)[C:2]1[CH:3]=[CH:4][CH:5]=[CH:6][CH:7]=1, predict the reactants needed to synthesize it. The reactants are: [CH2:1]([N:8]([CH2:16][C:17]1[CH:18]=[C:19]([C:23]2[CH:24]=[C:25]3[C:31]([CH:32](OCC)OCC)=[N:30][N:29](C(OC(C)(C)C)=O)[C:26]3=[CH:27][N:28]=2)[CH:20]=[N:21][CH:22]=1)C(OC(C)(C)C)=O)[C:2]1[CH:7]=[CH:6][CH:5]=[CH:4][CH:3]=1.[S:46]1[CH:50]=[CH:49][C:48]([C:51]2[CH:56]=[CH:55][N:54]=[C:53]([NH2:57])[C:52]=2[NH2:58])=[CH:47]1. (4) Given the product [C:16]([C@H:20]1[CH2:21][CH2:22][C@H:23]([NH:26][CH:2]2[CH2:11][CH2:10][CH2:9][C:8]3[CH:7]=[C:6]([C:12]([O:14][CH3:15])=[O:13])[CH:5]=[CH:4][C:3]2=3)[CH2:24][CH2:25]1)([CH3:19])([CH3:17])[CH3:18], predict the reactants needed to synthesize it. The reactants are: O=[C:2]1[CH2:11][CH2:10][CH2:9][C:8]2[CH:7]=[C:6]([C:12]([O:14][CH3:15])=[O:13])[CH:5]=[CH:4][C:3]1=2.[C:16]([CH:20]1[CH2:25][CH2:24][CH:23]([NH2:26])[CH2:22][CH2:21]1)([CH3:19])([CH3:18])[CH3:17].[BH4-].[Na+]. (5) The reactants are: C(=O)([O-])[O-].[K+].[K+].[C:7]1(/[CH:13]=[CH:14]/B(O)O)[CH:12]=[CH:11][CH:10]=[CH:9][CH:8]=1.I[C:19]1[CH:24]=[CH:23][N:22]([CH2:25][CH2:26][C@@:27]([CH3:42])([S:38]([CH3:41])(=[O:40])=[O:39])[C:28]([NH:30][O:31][CH:32]2[CH2:37][CH2:36][CH2:35][CH2:34][O:33]2)=[O:29])[C:21](=[O:43])[CH:20]=1.O1CCOCC1.O. Given the product [CH3:42][C@@:27]([S:38]([CH3:41])(=[O:39])=[O:40])([CH2:26][CH2:25][N:22]1[CH:23]=[CH:24][C:19](/[CH:14]=[CH:13]/[C:7]2[CH:12]=[CH:11][CH:10]=[CH:9][CH:8]=2)=[CH:20][C:21]1=[O:43])[C:28]([NH:30][O:31][CH:32]1[CH2:37][CH2:36][CH2:35][CH2:34][O:33]1)=[O:29], predict the reactants needed to synthesize it.